The task is: Predict the reaction yield, written as a fraction of the theoretical maximum amount of product (1.0 means a 100% yield; for example, 0.34 means a 34% yield).. This data is from Reaction yield outcomes from USPTO patents with 853,638 reactions. (1) The reactants are [C:1]([O:5][CH3:6])(=[O:4])[CH:2]=[CH2:3].[CH2:7]([NH2:9])[CH3:8]. The catalyst is CO. The product is [CH3:6][O:5][C:1](=[O:4])[CH2:2][CH2:3][NH:9][CH2:7][CH3:8]. The yield is 0.300. (2) The reactants are [NH2:1][N:2]1[CH2:6][CH2:5][CH2:4][CH:3]1[C:7]([O:9][CH3:10])=[O:8].[CH3:11][C:12]([CH3:17])([CH3:16])[CH2:13][CH:14]=O. The catalyst is CO. The product is [CH3:10][O:9][C:7]([CH:3]1[CH2:4][CH2:5][CH2:6][N:2]1[N:1]=[CH:14][CH2:13][C:12]([CH3:17])([CH3:16])[CH3:11])=[O:8]. The yield is 0.602. (3) The reactants are [CH2:1]([O:8][C:9]([CH2:11][N:12]1[C:17]([CH3:18])=[C:16]([Cl:19])[N:15]=[C:14](Cl)[C:13]1=[O:21])=[O:10])[C:2]1[CH:7]=[CH:6][CH:5]=[CH:4][CH:3]=1.[CH3:22][C:23]1[CH:31]=[CH:30][C:26]([CH2:27][CH2:28][NH2:29])=[CH:25][CH:24]=1.C(N(CC)CC)C. The catalyst is C(OCC)(=O)C. The product is [C:23]1([CH3:22])[CH:31]=[CH:30][C:26]([CH2:27][CH2:28][NH:29][C:14]2[C:13](=[O:21])[N:12]([CH2:11][C:9]([O:8][CH2:1][C:2]3[CH:7]=[CH:6][CH:5]=[CH:4][CH:3]=3)=[O:10])[C:17]([CH3:18])=[C:16]([Cl:19])[N:15]=2)=[CH:25][CH:24]=1. The yield is 1.00. (4) The reactants are [CH2:1]([NH:3][C@@H:4]1[CH2:8][CH2:7][N:6]([C:9]2[C:14]([C:15]([O:17][CH:18]([CH3:20])[CH3:19])=[O:16])=[CH:13][CH:12]=[CH:11][N:10]=2)[CH2:5]1)[CH3:2].[F:21][C:22]1[CH:27]=[CH:26][C:25]([C:28]2[C:29]([CH:34]=O)=[CH:30][CH:31]=[CH:32][CH:33]=2)=[CH:24][CH:23]=1.O1CCCC1.C(O[BH-](OC(=O)C)OC(=O)C)(=O)C.[Na+]. The catalyst is CCOC(C)=O. The product is [CH3:20][CH:18]([O:17][C:15]([C:14]1[C:9]([N:6]2[CH2:7][CH2:8][C@@H:4]([N:3]([CH2:1][CH3:2])[CH2:34][C:29]3[CH:30]=[CH:31][CH:32]=[CH:33][C:28]=3[C:25]3[CH:24]=[CH:23][C:22]([F:21])=[CH:27][CH:26]=3)[CH2:5]2)=[N:10][CH:11]=[CH:12][CH:13]=1)=[O:16])[CH3:19]. The yield is 0.470.